This data is from Forward reaction prediction with 1.9M reactions from USPTO patents (1976-2016). The task is: Predict the product of the given reaction. (1) Given the reactants [H-].[Na+].[CH3:3][N:4]1[CH:8]2[CH2:9][CH:10]([OH:12])[CH2:11][CH:5]1[CH2:6][CH2:7]2.C(NC1C=C(OC)C=CC=1C1CCC2C(=CC=C(OC)C=2)C1)C.FC1C=C(C=CC=1F)C(Cl)=O.[CH2:47]([N:49]([C:60]1[CH:65]=[C:64]([O:66][CH3:67])[CH:63]=[CH:62][C:61]=1[CH:68]1[CH2:77][CH2:76][C:75]2[C:70](=[CH:71][CH:72]=[C:73]([O:78][CH3:79])[CH:74]=2)[CH2:69]1)[C:50](=[O:59])[C:51]1[CH:56]=[CH:55][C:54](F)=[C:53]([F:58])[CH:52]=1)[CH3:48].C(=O)(O)[O-].[Na+], predict the reaction product. The product is: [CH2:47]([N:49]([C:60]1[CH:65]=[C:64]([O:66][CH3:67])[CH:63]=[CH:62][C:61]=1[CH:68]1[CH2:77][CH2:76][C:75]2[C:70](=[CH:71][CH:72]=[C:73]([O:78][CH3:79])[CH:74]=2)[CH2:69]1)[C:50](=[O:59])[C:51]1[CH:56]=[CH:55][C:54]([O:12][CH:10]2[CH2:11][CH:5]3[N:4]([CH3:3])[CH:8]([CH2:7][CH2:6]3)[CH2:9]2)=[C:53]([F:58])[CH:52]=1)[CH3:48]. (2) Given the reactants [C:1]([NH:5][C:6]([C:8]1[C:16]2[C:11](=[N:12][CH:13]=[C:14]([N:17]3[C:25]4[C:20](=[CH:21][CH:22]=[C:23]([Cl:26])[CH:24]=4)[CH:19]=[N:18]3)[N:15]=2)[N:10](COCC[Si](C)(C)C)[CH:9]=1)=[O:7])([CH3:4])([CH3:3])[CH3:2].FC(F)(F)C(O)=O, predict the reaction product. The product is: [C:1]([NH:5][C:6]([C:8]1[C:16]2[C:11](=[N:12][CH:13]=[C:14]([N:17]3[C:25]4[C:20](=[CH:21][CH:22]=[C:23]([Cl:26])[CH:24]=4)[CH:19]=[N:18]3)[N:15]=2)[NH:10][CH:9]=1)=[O:7])([CH3:4])([CH3:2])[CH3:3]. (3) Given the reactants C(OC(=O)[NH:10][CH2:11][C@H:12]1[CH2:17][C@H:16]([C:18]2[CH:23]=[CH:22][C:21]([CH2:24][O:25][CH2:26][C@@H:27]([CH3:31])[CH2:28][O:29][CH3:30])=[CH:20][CH:19]=2)[C@@H:15]([O:32][CH2:33][C:34]2[CH:35]=[CH:36][C:37]3[O:42][CH2:41][CH2:40][N:39]([CH2:43][CH2:44][CH2:45][O:46][CH3:47])[C:38]=3[CH:48]=2)[CH2:14][N:13]1[S:49]([C:52]1[CH:57]=[CH:56][C:55]([CH3:58])=[CH:54][CH:53]=1)(=[O:51])=[O:50])C1C=CC=CC=1, predict the reaction product. The product is: [CH3:30][O:29][CH2:28][C@H:27]([CH3:31])[CH2:26][O:25][CH2:24][C:21]1[CH:22]=[CH:23][C:18]([C@@H:16]2[C@@H:15]([O:32][CH2:33][C:34]3[CH:35]=[CH:36][C:37]4[O:42][CH2:41][CH2:40][N:39]([CH2:43][CH2:44][CH2:45][O:46][CH3:47])[C:38]=4[CH:48]=3)[CH2:14][N:13]([S:49]([C:52]3[CH:57]=[CH:56][C:55]([CH3:58])=[CH:54][CH:53]=3)(=[O:50])=[O:51])[C@@H:12]([CH2:11][NH2:10])[CH2:17]2)=[CH:19][CH:20]=1. (4) Given the reactants [CH2:1]([N:3]1[CH2:8][C:7]([CH3:10])([CH3:9])[O:6][C:5](=[O:11])[CH:4]1[CH2:12][C:13]([OH:15])=O)[CH3:2].C(N(C(C)C)CC)(C)C.CN(C(ON1N=NC2C=CC=NC1=2)=[N+](C)C)C.F[P-](F)(F)(F)(F)F.[CH2:49]([CH:56]1[CH2:61][CH2:60][NH:59][CH2:58][CH2:57]1)[C:50]1[CH:55]=[CH:54][CH:53]=[CH:52][CH:51]=1, predict the reaction product. The product is: [CH2:49]([CH:56]1[CH2:61][CH2:60][N:59]([C:13](=[O:15])[CH2:12][CH:4]2[C:5](=[O:11])[O:6][C:7]([CH3:9])([CH3:10])[CH2:8][N:3]2[CH2:1][CH3:2])[CH2:58][CH2:57]1)[C:50]1[CH:55]=[CH:54][CH:53]=[CH:52][CH:51]=1.